The task is: Regression/Classification. Given a drug SMILES string, predict its absorption, distribution, metabolism, or excretion properties. Task type varies by dataset: regression for continuous measurements (e.g., permeability, clearance, half-life) or binary classification for categorical outcomes (e.g., BBB penetration, CYP inhibition). Dataset: cyp3a4_veith.. This data is from CYP3A4 inhibition data for predicting drug metabolism from PubChem BioAssay. (1) The molecule is C#CCSc1nc(Cc2ccc(Cl)cc2)nc2ccccc12. The result is 1 (inhibitor). (2) The drug is COc1cccc(-c2cncnc2Nc2ccccc2)c1. The result is 1 (inhibitor). (3) The compound is CC(C)[C@@H]1C(=O)N(S(C)(=O)=O)[C@H]2CCN(C(=O)/C=C\CN3CCCCC3)[C@@H]12. The result is 0 (non-inhibitor). (4) The compound is COC(=O)c1ccc(C(NC(=O)c2ccco2)[C@]2(C)C[C@H]2C2CCCCC2)cc1. The result is 1 (inhibitor). (5) The result is 1 (inhibitor). The compound is COc1ccc(CCNc2ccncn2)cc1.Cl. (6) The drug is CCOc1cc(/C=C2/NC(=O)N(CC(=O)Nc3cccc(C)c3)C2=O)ccc1OC. The result is 1 (inhibitor). (7) The compound is CCc1cc(C(N)=S)ccn1. The result is 0 (non-inhibitor).